This data is from Reaction yield outcomes from USPTO patents with 853,638 reactions. The task is: Predict the reaction yield, written as a fraction of the theoretical maximum amount of product (1.0 means a 100% yield; for example, 0.34 means a 34% yield). (1) The reactants are [NH2:1][C:2]1[CH:29]=[CH:28][C:5]([CH2:6][N:7]2[C:16]3[C:11](=[C:12]([CH2:19][CH:20]4[S:24][C:23](=[O:25])[NH:22][C:21]4=[O:26])[CH:13]=[CH:14][C:15]=3[O:17][CH3:18])[CH2:10][CH2:9][C:8]2=[O:27])=[CH:4][CH:3]=1.N1C=CC=CC=1.Cl[C:37]([O:39][CH2:40][CH2:41][CH2:42][CH2:43][CH3:44])=[O:38].Cl. The catalyst is ClCCl. The product is [CH2:40]([O:39][C:37]([NH:1][C:2]1[CH:3]=[CH:4][C:5]([CH2:6][N:7]2[C:16]3[C:11](=[C:12]([CH2:19][CH:20]4[S:24][C:23](=[O:25])[NH:22][C:21]4=[O:26])[CH:13]=[CH:14][C:15]=3[O:17][CH3:18])[CH2:10][CH2:9][C:8]2=[O:27])=[CH:28][CH:29]=1)=[O:38])[CH2:41][CH2:42][CH2:43][CH3:44]. The yield is 0.970. (2) The reactants are Br[C:2]1[CH:3]=[CH:4][C:5]([F:23])=[C:6]([C:8]([NH:11][C:12]([N:14]2[CH:20]3[CH2:21][CH2:22][N:17]([CH2:18][CH2:19]3)[CH2:16][CH2:15]2)=[O:13])([CH3:10])[CH3:9])[CH:7]=1.[C:24]1(B(O)O)[CH:29]=[CH:28][CH:27]=[CH:26][CH:25]=1. The catalyst is C([O-])(=O)C.[Pd+2].C([O-])(=O)C. The product is [F:23][C:5]1[CH:4]=[CH:3][C:2]([C:24]2[CH:29]=[CH:28][CH:27]=[CH:26][CH:25]=2)=[CH:7][C:6]=1[C:8]([NH:11][C:12]([N:14]1[CH:20]2[CH2:21][CH2:22][N:17]([CH2:18][CH2:19]2)[CH2:16][CH2:15]1)=[O:13])([CH3:10])[CH3:9]. The yield is 0.390. (3) The reactants are [NH2:1][C:2]1[CH:7]=[CH:6][CH:5]=[CH:4][C:3]=1[C:8]1[NH:9][C:10]2[C:15]([CH:16]=1)=[CH:14][CH:13]=[CH:12][CH:11]=2.[CH3:17][O:18][C:19]1[CH:24]=[CH:23][CH:22]=[CH:21][C:20]=1[CH2:25][C:26](O)=[O:27]. No catalyst specified. The product is [NH:9]1[C:10]2[C:15](=[CH:14][CH:13]=[CH:12][CH:11]=2)[CH:16]=[C:8]1[C:3]1[CH:4]=[CH:5][CH:6]=[CH:7][C:2]=1[NH:1][C:26](=[O:27])[CH2:25][C:20]1[CH:21]=[CH:22][CH:23]=[CH:24][C:19]=1[O:18][CH3:17]. The yield is 0.530. (4) The reactants are [CH3:1][N:2]1[C:7](=[O:8])[C:6]([NH:9][C:10]2[CH:15]=[CH:14][C:13]([N:16]3[CH2:21][CH2:20][N:19]([CH:22]4[CH2:25][O:24][CH2:23]4)[CH2:18][CH2:17]3)=[CH:12][N:11]=2)=[CH:5][C:4]([C:26]2[CH:27]=[N:28][CH:29]=[C:30]([N:34]3[C:46](=[O:47])[C:45]4[S:44][C:43]5[CH2:42][CH2:41][CH2:40][CH2:39][C:38]=5[C:37]=4[CH:36]=[N:35]3)[C:31]=2[CH:32]=[O:33])=[CH:3]1.[BH4-].[Na+]. The catalyst is CO. The product is [OH:33][CH2:32][C:31]1[C:30]([N:34]2[C:46](=[O:47])[C:45]3[S:44][C:43]4[CH2:42][CH2:41][CH2:40][CH2:39][C:38]=4[C:37]=3[CH:36]=[N:35]2)=[CH:29][N:28]=[CH:27][C:26]=1[C:4]1[CH:5]=[C:6]([NH:9][C:10]2[CH:15]=[CH:14][C:13]([N:16]3[CH2:17][CH2:18][N:19]([CH:22]4[CH2:25][O:24][CH2:23]4)[CH2:20][CH2:21]3)=[CH:12][N:11]=2)[C:7](=[O:8])[N:2]([CH3:1])[CH:3]=1. The yield is 0.280.